Dataset: Forward reaction prediction with 1.9M reactions from USPTO patents (1976-2016). Task: Predict the product of the given reaction. (1) Given the reactants F[C:2]1[CH:7]=[C:6]([O:8][CH3:9])[CH:5]=[CH:4][C:3]=1[C:10]1[NH:19][C:18](=[O:20])[C:17]2[C:12](=[CH:13][C:14]([O:23][CH3:24])=[CH:15][C:16]=2[O:21][CH3:22])[N:11]=1.[O:25]1[CH2:30][CH2:29][N:28]([CH2:31][CH2:32][CH2:33][NH2:34])[CH2:27][CH2:26]1.C[Si]([N-][Si](C)(C)C)(C)C.[Li+], predict the reaction product. The product is: [CH3:22][O:21][C:16]1[CH:15]=[C:14]([O:23][CH3:24])[CH:13]=[C:12]2[C:17]=1[C:18](=[O:20])[NH:19][C:10]([C:3]1[CH:4]=[CH:5][C:6]([O:8][CH3:9])=[CH:7][C:2]=1[NH:34][CH2:33][CH2:32][CH2:31][N:28]1[CH2:29][CH2:30][O:25][CH2:26][CH2:27]1)=[N:11]2. (2) Given the reactants C([O:3][C:4]([C:6]1[C:7](=[O:25])[C:8]2[CH:9]=[C:10]([F:24])[C:11]([F:23])=[C:12]3[O:17][CH2:16][C:15]4([CH2:21][CH2:20][CH2:19][CH2:18]4)[N:14]([CH:22]=1)[C:13]=23)=[O:5])C, predict the reaction product. The product is: [F:24][C:10]1[C:11]([F:23])=[C:12]2[O:17][CH2:16][C:15]3([CH2:21][CH2:20][CH2:19][CH2:18]3)[N:14]3[CH:22]=[C:6]([C:4]([OH:5])=[O:3])[C:7](=[O:25])[C:8]([CH:9]=1)=[C:13]23. (3) Given the reactants [N:1]1([C:14]2[CH:19]=[CH:18][C:17]([CH2:20][C:21]#[N:22])=[CH:16][CH:15]=2)[C:13]2[C:12]3[CH:11]=[CH:10][CH:9]=[CH:8][C:7]=3[N:6]=[CH:5][C:4]=2[N:3]=[CH:2]1, predict the reaction product. The product is: [N:1]1([C:14]2[CH:19]=[CH:18][C:17]([CH2:20][CH2:21][NH2:22])=[CH:16][CH:15]=2)[C:13]2[C:12]3[CH:11]=[CH:10][CH:9]=[CH:8][C:7]=3[N:6]=[CH:5][C:4]=2[N:3]=[CH:2]1. (4) Given the reactants [Br:1][C:2]1[CH:7]=[CH:6][CH:5]=[CH:4][C:3]=1[O:8][CH2:9][CH2:10]Cl.[N:12]1[CH:17]=[CH:16][CH:15]=[CH:14][C:13]=1[CH2:18][NH2:19], predict the reaction product. The product is: [Br:1][C:2]1[CH:7]=[CH:6][CH:5]=[CH:4][C:3]=1[O:8][CH2:9][CH2:10][NH:19][CH2:18][C:13]1[CH:14]=[CH:15][CH:16]=[CH:17][N:12]=1. (5) Given the reactants [O:1]1CC[N:3]=[C:2]1[C:6]1[CH:11]=[CH:10][C:9]([N:12]2[CH2:17]CNCC2)=[CH:8]C=1.N[C@H:19]([C:22]([C:24]([O:26][C:27]([CH3:30])([CH3:29])C)=[O:25])=[O:23])[CH2:20][OH:21].[C:31]1([C:37]2[O:41][C:40]([C:42]3[CH:47]=[CH:46][C:45]([N:48]4[CH2:53][CH2:52][NH:51][CH2:50][CH2:49]4)=[CH:44][CH:43]=3)=[N:39]N=2)C=CC=CC=1, predict the reaction product. The product is: [C:24]([OH:26])(=[O:25])/[CH:22]=[CH:19]/[C:20]([OH:21])=[O:1].[NH2:3][CH2:2][CH2:6][C:11]1[C:10]2[C:9](=[CH:8][CH:30]=[C:27]([O:26][CH2:24][C:22]([N:51]3[CH2:50][CH2:49][N:48]([C:45]4[CH:44]=[CH:43][C:42]([C:40]5[O:41][CH2:37][CH2:31][N:39]=5)=[CH:47][CH:46]=4)[CH2:53][CH2:52]3)=[O:23])[CH:29]=2)[NH:12][CH:17]=1. (6) Given the reactants [NH2:1][C:2]1[CH:18]=[C:17]([OH:19])[C:16]([O:20][CH3:21])=[CH:15][C:3]=1[C:4]([C:6]1[CH:7]=[C:8]([CH:12]=[CH:13][CH:14]=1)[C:9]([OH:11])=[O:10])=O.[NH2:22][CH2:23][C:24](OCC)=[O:25].Cl, predict the reaction product. The product is: [CH3:21][O:20][C:16]1[C:17]([OH:19])=[CH:18][C:2]2[NH:1][C:24](=[O:25])[CH2:23][N:22]=[C:4]([C:6]3[CH:7]=[C:8]([CH:12]=[CH:13][CH:14]=3)[C:9]([OH:11])=[O:10])[C:3]=2[CH:15]=1. (7) The product is: [N+:1]([C:4]1[CH:11]=[C:10]([C:22]2[CH:27]=[CH:26][CH:25]=[CH:24][N:23]=2)[CH:9]=[CH:8][C:5]=1[CH:6]=[O:7])([O-:3])=[O:2]. Given the reactants [N+:1]([C:4]1[CH:11]=[C:10](B2OC(C)(C)C(C)(C)O2)[CH:9]=[CH:8][C:5]=1[CH:6]=[O:7])([O-:3])=[O:2].Br[C:22]1[CH:27]=[CH:26][CH:25]=[CH:24][N:23]=1, predict the reaction product. (8) Given the reactants Cl[Si](C)(C)[CH3:3].[O:6]=[C:7]1[N:12]=[C:11]([C:13]([OH:15])=[O:14])[CH:10]=[CH:9][NH:8]1, predict the reaction product. The product is: [O:6]=[C:7]1[N:12]=[C:11]([C:13]([O:15][CH3:3])=[O:14])[CH:10]=[CH:9][NH:8]1. (9) Given the reactants S(=O)(=O)(O)O.[N:6]1[CH:11]=[CH:10][C:9]([OH:12])=[N:8][C:7]=1[OH:13].[N+:14]([O-])([OH:16])=[O:15], predict the reaction product. The product is: [N+:14]([C:10]1[C:9]([OH:12])=[N:8][C:7]([OH:13])=[N:6][CH:11]=1)([O-:16])=[O:15].